The task is: Predict the reaction yield, written as a fraction of the theoretical maximum amount of product (1.0 means a 100% yield; for example, 0.34 means a 34% yield).. This data is from Reaction yield outcomes from USPTO patents with 853,638 reactions. (1) The reactants are [CH3:1][O:2][C:3]1[CH:12]=[CH:11][C:10]2[C:5](=[C:6]([OH:13])[CH:7]=[CH:8][CH:9]=2)[N:4]=1.Br[CH2:15][C:16]([O:18][CH2:19][CH3:20])=[O:17].C([O-])([O-])=O.[K+].[K+]. The catalyst is CC#N. The product is [CH3:1][O:2][C:3]1[CH:12]=[CH:11][C:10]2[C:5](=[C:6]([O:13][CH2:15][C:16]([O:18][CH2:19][CH3:20])=[O:17])[CH:7]=[CH:8][CH:9]=2)[N:4]=1. The yield is 0.940. (2) The reactants are [CH3:1][O:2][C:3]1([O:19][CH3:20])[CH2:6][C:5]([C:13](OC(C)C)=[O:14])([C:7](OC(C)C)=[O:8])[CH2:4]1.[AlH4-].[Li+].O.[OH-].[Na+]. The catalyst is C1COCC1. The product is [CH3:20][O:19][C:3]1([O:2][CH3:1])[CH2:4][C:5]([CH2:7][OH:8])([CH2:13][OH:14])[CH2:6]1. The yield is 0.890. (3) The reactants are [CH:1]([NH:14][C:15]1[C:24]2[C:19](=[CH:20][CH:21]=[CH:22][CH:23]=2)[N:18]=[C:17](Cl)[N:16]=1)([C:8]1[CH:13]=[CH:12][CH:11]=[CH:10][CH:9]=1)[C:2]1[CH:7]=[CH:6][CH:5]=[CH:4][CH:3]=1.[S:26]1[C:30](B(O)O)=[CH:29][C:28]2[CH:34]=[CH:35][CH:36]=[CH:37][C:27]1=2.C([O-])([O-])=O.[K+].[K+]. The catalyst is O1CCOCC1.O.O.C1C=CC([P]([Pd]([P](C2C=CC=CC=2)(C2C=CC=CC=2)C2C=CC=CC=2)([P](C2C=CC=CC=2)(C2C=CC=CC=2)C2C=CC=CC=2)[P](C2C=CC=CC=2)(C2C=CC=CC=2)C2C=CC=CC=2)(C2C=CC=CC=2)C2C=CC=CC=2)=CC=1. The product is [CH:1]([NH:14][C:15]1[C:24]2[C:19](=[CH:20][CH:21]=[CH:22][CH:23]=2)[N:18]=[C:17]([C:30]2[S:26][C:27]3[CH:37]=[CH:36][CH:35]=[CH:34][C:28]=3[CH:29]=2)[N:16]=1)([C:8]1[CH:13]=[CH:12][CH:11]=[CH:10][CH:9]=1)[C:2]1[CH:7]=[CH:6][CH:5]=[CH:4][CH:3]=1. The yield is 0.520. (4) The reactants are [C:1](O)([C:3](F)(F)F)=O.[F:8][C:9]1[CH:10]=[C:11]([NH:32]C(=O)OC(C)(C)C)[CH:12]=[CH:13][C:14]=1[O:15][C:16]1[CH:21]=[CH:20][N:19]=[C:18]2[CH:22]=[C:23](C3CN(C)CCC=3)[S:24][C:17]=12. No catalyst specified. The product is [F:8][C:9]1[CH:10]=[C:11]([CH:12]=[CH:13][C:14]=1[O:15][C:16]1[CH:21]=[CH:20][N:19]=[C:18]2[CH:22]=[C:23]([C:16]3[CH2:17][CH2:18][N:19]([CH3:20])[CH2:1][CH:3]=3)[S:24][C:17]=12)[NH2:32]. The yield is 0.480. (5) The reactants are [O:1]1[C:5]2([CH2:10][CH2:9][C:8](=O)[CH2:7][CH2:6]2)[O:4][CH2:3][CH2:2]1.CC1C([P+]([O:32][C:33]([CH3:35])=[O:34])(C2C=CC=CC=2)C2C=CC=CC=2)=CC=CC=1.[C:36]1(C)C=CC=CC=1. The yield is 0.810. The product is [CH3:36][O:32][C:33](=[O:34])[CH:35]=[C:8]1[CH2:9][CH2:10][C:5]2([O:4][CH2:3][CH2:2][O:1]2)[CH2:6][CH2:7]1. No catalyst specified. (6) The reactants are [CH2:1]([OH:6])[C:2]([F:5])([F:4])[F:3].C(N(CC)CC)C.[C:14](Cl)(=[O:16])[CH3:15].O. The catalyst is C(OCC)C. The product is [C:14]([O:6][CH2:1][C:2]([F:5])([F:4])[F:3])(=[O:16])[CH3:15]. The yield is 0.729.